Predict the reactants needed to synthesize the given product. From a dataset of Full USPTO retrosynthesis dataset with 1.9M reactions from patents (1976-2016). (1) Given the product [O:25]1[C:22]2[CH:23]=[CH:24][CH:19]=[CH:20][C:21]=2[N:26]=[CH:28]1, predict the reactants needed to synthesize it. The reactants are: [NH2:26][C:21]1[CH:20]=[C:19](C23CC4CC(CC([C:19]5[CH:24]=[CH:23][C:22]([OH:25])=[C:21]([NH2:26])[CH:20]=5)(C4)C2)C3)[CH:24]=[CH:23][C:22]=1[OH:25].O[C:28]1C=C(C2C=CC(N)=C(O)C=2)C=CC=1N.C1(C#CC2C=C(C(Cl)=O)C=C(C=2)C(Cl)=O)C=CC=CC=1.C(Cl)(=O)C1C=CC=C(C(Cl)=O)C=1. (2) Given the product [CH3:25][S:26]([O:1][CH2:2][C@@H:3]([NH:5][S:6]([C:9]1[CH:14]=[CH:13][CH:12]=[CH:11][C:10]=1[N+:15]([O-:17])=[O:16])(=[O:7])=[O:8])[CH3:4])(=[O:28])=[O:27], predict the reactants needed to synthesize it. The reactants are: [OH:1][CH2:2][C@@H:3]([NH:5][S:6]([C:9]1[CH:14]=[CH:13][CH:12]=[CH:11][C:10]=1[N+:15]([O-:17])=[O:16])(=[O:8])=[O:7])[CH3:4].CN1CCOCC1.[CH3:25][S:26](Cl)(=[O:28])=[O:27]. (3) The reactants are: [CH3:1][O:2][C:3]([C:5]1[C:6]([OH:31])=[C:7]2[C:12](=[C:13](Br)[N:14]=1)[N:11]([CH2:16][CH2:17][C:18]1[CH:23]=[CH:22][CH:21]=[CH:20][CH:19]=1)[C:10](=[O:24])[C:9]([C:25]1[CH:30]=[CH:29][CH:28]=[CH:27][CH:26]=1)=[CH:8]2)=[O:4].C([Sn](CCCC)(CCCC)[C:37]1[CH:38]=[N:39][CH:40]=[CH:41][CH:42]=1)CCC.CCOC(C)=O.Cl. Given the product [CH3:1][O:2][C:3]([C:5]1[C:6]([OH:31])=[C:7]2[C:12](=[C:13]([C:37]3[CH:38]=[N:39][CH:40]=[CH:41][CH:42]=3)[N:14]=1)[N:11]([CH2:16][CH2:17][C:18]1[CH:23]=[CH:22][CH:21]=[CH:20][CH:19]=1)[C:10](=[O:24])[C:9]([C:25]1[CH:30]=[CH:29][CH:28]=[CH:27][CH:26]=1)=[CH:8]2)=[O:4], predict the reactants needed to synthesize it. (4) Given the product [Br:25][C:26]1[CH:32]=[C:31]([C:33]([F:35])([F:36])[F:34])[CH:30]=[CH:29][C:27]=1[NH:28][C:2]1[N:6]([CH2:7][CH2:8][CH2:9][C:10]([O:12][CH2:13][CH3:14])=[O:11])[C:5]2[C:15]([CH:20]([CH2:23][CH3:24])[CH2:21][CH3:22])=[CH:16][CH:17]=[C:18]([Cl:19])[C:4]=2[N:3]=1, predict the reactants needed to synthesize it. The reactants are: Cl[C:2]1[N:6]([CH2:7][CH2:8][CH2:9][C:10]([O:12][CH2:13][CH3:14])=[O:11])[C:5]2[C:15]([CH:20]([CH2:23][CH3:24])[CH2:21][CH3:22])=[CH:16][CH:17]=[C:18]([Cl:19])[C:4]=2[N:3]=1.[Br:25][C:26]1[CH:32]=[C:31]([C:33]([F:36])([F:35])[F:34])[CH:30]=[CH:29][C:27]=1[NH2:28].O.C1(C)C=CC(S(O)(=O)=O)=CC=1.C(=O)([O-])O.[Na+].